Task: Predict the product of the given reaction.. Dataset: Forward reaction prediction with 1.9M reactions from USPTO patents (1976-2016) (1) Given the reactants C([NH2:8])C1C=CC=CC=1.[Cl:9][C:10]1[CH:15]=[CH:14][C:13]([I:16])=[CH:12][C:11]=1[CH3:17].Br[N:19]1[C:23](=O)[CH2:22][CH2:21][C:20]1=O.C1(=O)NC(=O)C2=CC=CC=C12.[K].C(Cl)(Cl)(Cl)[Cl:39], predict the reaction product. The product is: [Cl:9][C:10]1[CH:11]=[CH:17][C:20]([Cl:39])=[CH:21][C:22]=1[CH2:23][NH2:19].[Cl:9][C:10]1[CH:15]=[CH:14][C:13]([I:16])=[CH:12][C:11]=1[CH2:17][NH2:8]. (2) Given the reactants [CH3:1][N:2]([CH3:17])[C:3]1[CH:8]=[CH:7][C:6]([N:9]=[N:10][C:11]2[CH:16]=[CH:15][CH:14]=[CH:13][N:12]=2)=[CH:5][CH:4]=1.O.OS(O)(=O)=O.[N+:24]([O-])([OH:26])=[O:25], predict the reaction product. The product is: [CH3:1][N:2]([CH3:17])[C:3]1([N+:24]([O-:26])=[O:25])[CH:4]=[CH:5][C:6]([N:9]=[N:10][C:11]2[CH:16]=[CH:15][CH:14]=[CH:13][N:12]=2)=[CH:7][CH2:8]1. (3) Given the reactants [H-].[H-].[H-].[H-].[Li+].[Al+3].C([O:9][C:10](=O)[C:11]1[C:16]([S:17][CH3:18])=[CH:15][C:14]([C:19]2[C:24]([CH2:25][CH3:26])=[CH:23][CH:22]=[CH:21][C:20]=2[CH2:27][CH3:28])=[N:13][C:12]=1[CH3:29])C, predict the reaction product. The product is: [CH2:27]([C:20]1[CH:21]=[CH:22][CH:23]=[C:24]([CH2:25][CH3:26])[C:19]=1[C:14]1[N:13]=[C:12]([CH3:29])[C:11]([CH2:10][OH:9])=[C:16]([S:17][CH3:18])[CH:15]=1)[CH3:28]. (4) Given the reactants [F:1][C:2]1[CH:9]=[CH:8][CH:7]=[C:6]([C:10]([F:13])([F:12])[F:11])[C:3]=1[CH:4]=O.[NH2:14][C:15]1[CH:16]=[C:17]2[C:21]3=[C:22]([CH2:24][S:25][CH2:26][CH2:27][N:20]3[C@H:19]3[CH2:28][CH2:29][N:30](C(OC(C)(C)C)=O)[CH2:31][C@@H:18]23)[CH:23]=1, predict the reaction product. The product is: [F:1][C:2]1[CH:9]=[CH:8][CH:7]=[C:6]([C:10]([F:13])([F:12])[F:11])[C:3]=1[CH2:4][NH:14][C:15]1[CH:16]=[C:17]2[C:21]3=[C:22]([CH2:24][S:25][CH2:26][CH2:27][N:20]3[C@H:19]3[CH2:28][CH2:29][NH:30][CH2:31][C@@H:18]23)[CH:23]=1. (5) Given the reactants OC[C:3]([CH3:19])(C)[CH2:4][CH2:5][CH2:6][C:7](=[O:17])[CH2:8][CH2:9][CH2:10][CH2:11][C:12]([CH3:16])([CH3:15])[CH2:13][OH:14].[O:20]1[CH2:25][CH2:24][CH2:23]CC1.[H-].[Na+].[CH3:28]O, predict the reaction product. The product is: [OH:14][CH2:13][C:12]([CH3:15])([CH3:16])[CH2:11][CH2:10][CH2:9][CH2:8][C:7](=[O:17])[CH2:6][CH2:5][CH2:4][CH2:3][CH2:19][C:24]([CH3:28])([CH3:23])[CH2:25][OH:20]. (6) Given the reactants [CH2:1]([O:3][C:4]([C:6]1[C:11](=[O:12])[N:10]([CH2:13][C:14]2[CH:19]=[CH:18][CH:17]=[C:16]([F:20])[CH:15]=2)[C:9]2[S:21][C:22]([CH3:24])=[CH:23][C:8]=2[C:7]=1Cl)=[O:5])[CH3:2].[N:26]1([C:32]([C:34]2[S:35][CH:36]=[CH:37][CH:38]=2)=[O:33])[CH2:31][CH2:30][NH:29][CH2:28][CH2:27]1.C1N2CCN(CC2)C1.[Cl-].[NH4+], predict the reaction product. The product is: [CH2:1]([O:3][C:4]([C:6]1[C:11](=[O:12])[N:10]([CH2:13][C:14]2[CH:19]=[CH:18][CH:17]=[C:16]([F:20])[CH:15]=2)[C:9]2[S:21][C:22]([CH3:24])=[CH:23][C:8]=2[C:7]=1[N:29]1[CH2:30][CH2:31][N:26]([C:32]([C:34]2[S:35][CH:36]=[CH:37][CH:38]=2)=[O:33])[CH2:27][CH2:28]1)=[O:5])[CH3:2]. (7) Given the reactants C(O[C:4]([C:6]1[N:7]=[N:8][C:9]([O:12][CH2:13][C:14]2[C:15]([C:20]3[CH:25]=[CH:24][C:23]([F:26])=[CH:22][CH:21]=3)=[N:16][O:17][C:18]=2[CH3:19])=[CH:10][CH:11]=1)=[O:5])C.[NH:27]1[CH2:32][CH2:31][O:30][CH2:29][CH2:28]1, predict the reaction product. The product is: [F:26][C:23]1[CH:22]=[CH:21][C:20]([C:15]2[C:14]([CH2:13][O:12][C:9]3[N:8]=[N:7][C:6]([C:4]([N:27]4[CH2:32][CH2:31][O:30][CH2:29][CH2:28]4)=[O:5])=[CH:11][CH:10]=3)=[C:18]([CH3:19])[O:17][N:16]=2)=[CH:25][CH:24]=1. (8) The product is: [F:12][C:13]1[CH:14]=[C:15]([O:20][C:2]2[CH:9]=[CH:8][C:7]([CH:10]=[O:11])=[CH:6][C:3]=2[C:4]#[N:5])[CH:16]=[N:17][C:18]=1[F:19]. Given the reactants F[C:2]1[CH:9]=[CH:8][C:7]([CH:10]=[O:11])=[CH:6][C:3]=1[C:4]#[N:5].[F:12][C:13]1[CH:14]=[C:15]([OH:20])[CH:16]=[N:17][C:18]=1[F:19], predict the reaction product. (9) Given the reactants CN(C)[CH:3]=[C:4]([C:10](=[O:20])[C:11]1[CH:16]=[C:15]([F:17])[C:14]([F:18])=[CH:13][C:12]=1F)[C:5]([O:7][CH2:8][CH3:9])=[O:6].C(O)C.[C:25]([NH2:29])([CH3:28])([CH3:27])[CH3:26].C(=O)([O-])[O-].[K+].[K+], predict the reaction product. The product is: [C:25]([N:29]1[C:12]2[C:11](=[CH:16][C:15]([F:17])=[C:14]([F:18])[CH:13]=2)[C:10](=[O:20])[C:4]([C:5]([O:7][CH2:8][CH3:9])=[O:6])=[CH:3]1)([CH3:28])([CH3:27])[CH3:26]. (10) Given the reactants [C:1]([O:5][C:6]([N:8]1[C@H:20]([C:21](O)=[O:22])[CH2:19][C:18]2[C:17]3[C:12](=[CH:13][CH:14]=[CH:15][CH:16]=3)[N:11]([CH2:24][C:25]3[CH:30]=[CH:29][C:28]([F:31])=[CH:27][CH:26]=3)[C:10]=2[CH2:9]1)=[O:7])([CH3:4])([CH3:3])[CH3:2].CSC, predict the reaction product. The product is: [F:31][C:28]1[CH:29]=[CH:30][C:25]([CH2:24][N:11]2[C:12]3[C:17](=[CH:16][CH:15]=[CH:14][CH:13]=3)[C:18]3[CH2:19][C@@H:20]([CH2:21][OH:22])[N:8]([C:6]([O:5][C:1]([CH3:4])([CH3:2])[CH3:3])=[O:7])[CH2:9][C:10]2=3)=[CH:26][CH:27]=1.